This data is from Full USPTO retrosynthesis dataset with 1.9M reactions from patents (1976-2016). The task is: Predict the reactants needed to synthesize the given product. (1) Given the product [NH2:38][C:2]1[CH:3]=[C:4]2[C:9](=[CH:10][CH:11]=1)[C:8](=[O:12])[NH:7][N:6]=[C:5]2[CH2:13][C:14]1[CH:19]=[CH:18][C:17]([F:20])=[C:16]([C:21]([N:23]2[CH2:28][CH2:27][CH:26]([O:29][CH3:30])[CH2:25][CH2:24]2)=[O:22])[CH:15]=1, predict the reactants needed to synthesize it. The reactants are: Br[C:2]1[CH:3]=[C:4]2[C:9](=[CH:10][CH:11]=1)[C:8](=[O:12])[NH:7][N:6]=[C:5]2[CH2:13][C:14]1[CH:19]=[CH:18][C:17]([F:20])=[C:16]([C:21]([N:23]2[CH2:28][CH2:27][CH:26]([O:29][CH3:30])[CH2:25][CH2:24]2)=[O:22])[CH:15]=1.C1(C(C2C=CC=CC=2)=[NH:38])C=CC=CC=1.C(=O)([O-])[O-].[Cs+].[Cs+].CC1(C)C2C=CC=C(P(C3C=CC=CC=3)C3C=CC=CC=3)C=2OC2C1=CC=CC=2P(C1C=CC=CC=1)C1C=CC=CC=1.Cl. (2) Given the product [Cl:1][C:2]1[C:3]([CH:22]=[O:23])=[C:4]([F:14])[C:5]([O:8][CH2:9][C:10]([F:12])([F:11])[F:13])=[CH:6][CH:7]=1, predict the reactants needed to synthesize it. The reactants are: [Cl:1][C:2]1[CH:7]=[CH:6][C:5]([O:8][CH2:9][C:10]([F:13])([F:12])[F:11])=[C:4]([F:14])[CH:3]=1.C([Li])CCC.CN(C)[CH:22]=[O:23].O. (3) Given the product [CH3:1][O:2][C:3]([C:5]1[CH:6]=[CH:7][C:8]([CH:11]([C:19]([OH:21])=[O:20])[C:12]([OH:14])=[O:13])=[CH:9][CH:10]=1)=[O:4], predict the reactants needed to synthesize it. The reactants are: [CH3:1][O:2][C:3]([C:5]1[CH:10]=[CH:9][C:8]([CH:11]([C:19]([O:21]C(C)(C)C)=[O:20])[C:12]([O:14]C(C)(C)C)=[O:13])=[CH:7][CH:6]=1)=[O:4]. (4) Given the product [CH2:18]([C:25]1[CH:26]=[CH:27][C:28]([NH:31][C:15]2[C:14]3[C:9](=[CH:10][CH:11]=[C:12]([Cl:17])[CH:13]=3)[N:8]=[CH:7][C:6]=2[C:4]([O:3][CH2:1][CH3:2])=[O:5])=[CH:29][CH:30]=1)[C:19]1[CH:20]=[CH:21][CH:22]=[CH:23][CH:24]=1, predict the reactants needed to synthesize it. The reactants are: [CH2:1]([O:3][C:4]([C:6]1[CH:7]=[N:8][C:9]2[C:14]([C:15]=1Cl)=[CH:13][C:12]([Cl:17])=[CH:11][CH:10]=2)=[O:5])[CH3:2].[CH2:18]([C:25]1[CH:30]=[CH:29][C:28]([NH2:31])=[CH:27][CH:26]=1)[C:19]1[CH:24]=[CH:23][CH:22]=[CH:21][CH:20]=1.O.